This data is from Reaction yield outcomes from USPTO patents with 853,638 reactions. The task is: Predict the reaction yield, written as a fraction of the theoretical maximum amount of product (1.0 means a 100% yield; for example, 0.34 means a 34% yield). (1) The yield is 0.490. The catalyst is CN(C)C=O. The product is [CH:13]1([CH:2]([NH:19][C:20]2[CH:21]=[CH:22][C:23]([C:26]([O:28][CH3:29])=[O:27])=[N:24][CH:25]=2)[C:3]2[S:4][C:5]3[CH:12]=[CH:11][CH:10]=[CH:9][C:6]=3[C:7]=2[CH3:8])[CH2:18][CH2:17][CH2:16][CH2:15][CH2:14]1. The reactants are Cl[CH:2]([CH:13]1[CH2:18][CH2:17][CH2:16][CH2:15][CH2:14]1)[C:3]1[S:4][C:5]2[CH:12]=[CH:11][CH:10]=[CH:9][C:6]=2[C:7]=1[CH3:8].[NH2:19][C:20]1[CH:21]=[CH:22][C:23]([C:26]([O:28][CH3:29])=[O:27])=[N:24][CH:25]=1.[I-].[Na+].C(=O)([O-])[O-].[Na+].[Na+].[Cl-].[NH4+]. (2) The reactants are [CH3:1][C@H:2]1[CH2:7][N:6]([CH2:8][C:9]2[C:17]3[O:16][CH:15]=[CH:14][C:13]=3[CH:12]=[C:11]([N+:18]([O-])=O)[CH:10]=2)[C@H:5]([CH3:21])[CH2:4][N:3]1[C:22]([O:24][C:25]([CH3:28])([CH3:27])[CH3:26])=[O:23].O.NN. The catalyst is C1COCC1.CCO.[Ni]. The product is [NH2:18][C:11]1[CH:10]=[C:9]([CH2:8][N:6]2[C@H:5]([CH3:21])[CH2:4][N:3]([C:22]([O:24][C:25]([CH3:26])([CH3:28])[CH3:27])=[O:23])[C@@H:2]([CH3:1])[CH2:7]2)[C:17]2[O:16][CH:15]=[CH:14][C:13]=2[CH:12]=1. The yield is 0.870. (3) The catalyst is C(O)(=O)C.C(Cl)(Cl)Cl. The product is [F:18][C:16]1[CH:17]=[C:8]([C:6]2[N:25]([C:26]3[CH:31]=[CH:30][C:29]([S:32]([NH2:35])(=[O:33])=[O:34])=[CH:28][CH:27]=3)[C:1]([CH3:2])=[C:4]([C:21](=[O:24])[CH2:22][CH3:23])[CH:5]=2)[CH:9]=[C:10]2[C:15]=1[O:14][CH2:13][CH2:12][C:11]2([CH3:19])[CH3:20]. The reactants are [C:1]([CH:4]([C:21](=[O:24])[CH2:22][CH3:23])[CH2:5][C:6]([C:8]1[CH:9]=[C:10]2[C:15](=[C:16]([F:18])[CH:17]=1)[O:14][CH2:13][CH2:12][C:11]2([CH3:20])[CH3:19])=O)(=O)[CH3:2].[NH2:25][C:26]1[CH:31]=[CH:30][C:29]([S:32]([NH2:35])(=[O:34])=[O:33])=[CH:28][CH:27]=1.N. The yield is 0.123. (4) The reactants are Br[C:2]1[CH:3]=[C:4]2[C:8](=[C:9]([Cl:11])[CH:10]=1)[C:7](=[O:12])[N:6]([C@H:13]([CH:15]1[CH2:17][CH2:16]1)[CH3:14])[CH2:5]2.C1(P(C2C=CC=CC=2)C2C=CC=CC=2)C=CC=CC=1.[C:37]([Si:39]([CH3:42])([CH3:41])[CH3:40])#[CH:38].[SiH4]. The catalyst is C(NC(C)C)(C)C.C([O-])(=O)C.[Cu+2].C([O-])(=O)C.C1C=CC(C#N)=CC=1.C1C=CC(C#N)=CC=1.Cl[Pd]Cl. The product is [Cl:11][C:9]1[CH:10]=[C:2]([C:38]#[C:37][Si:39]([CH3:42])([CH3:41])[CH3:40])[CH:3]=[C:4]2[C:8]=1[C:7](=[O:12])[N:6]([C@H:13]([CH:15]1[CH2:17][CH2:16]1)[CH3:14])[CH2:5]2. The yield is 0.930. (5) The reactants are [CH3:1][O:2][CH2:3][CH2:4][O:5][C:6]1[CH:7]=[C:8]2[C:12](=[C:13]([N:15]([CH3:25])[S:16]([C:19]3[CH:24]=[CH:23][CH:22]=[CH:21][N:20]=3)(=[O:18])=[O:17])[CH:14]=1)[NH:11][C:10]([C:26]1[S:27][C:28]([CH3:38])([CH2:31][N:32]3[CH2:37][CH2:36][S:35][CH2:34][CH2:33]3)[CH2:29][N:30]=1)=[CH:9]2.[O:39]1CCCC1.OOS([O-])=O.[K+].S([O-])([O-])=O.[Na+].[Na+]. The catalyst is O.C(O)C. The product is [CH3:1][O:2][CH2:3][CH2:4][O:5][C:6]1[CH:7]=[C:8]2[C:12](=[C:13]([N:15]([CH3:25])[S:16]([C:19]3[CH:24]=[CH:23][CH:22]=[CH:21][N:20]=3)(=[O:18])=[O:17])[CH:14]=1)[NH:11][C:10]([C:26]1[S:27][C:28]([CH3:38])([CH2:31][N:32]3[CH2:37][CH2:36][S:35](=[O:39])[CH2:34][CH2:33]3)[CH2:29][N:30]=1)=[CH:9]2. The yield is 0.990. (6) The reactants are [CH2:1]([O:3][C:4]1[CH:12]=[CH:11][C:7]([CH:8]=[N:9]O)=[C:6]([O:13][CH3:14])[CH:5]=1)[CH3:2].O. The catalyst is FC(F)(F)C(O)=O.[Zn]. The product is [CH2:1]([O:3][C:4]1[CH:12]=[CH:11][C:7]([CH2:8][NH2:9])=[C:6]([O:13][CH3:14])[CH:5]=1)[CH3:2]. The yield is 0.718.